This data is from Experimentally validated miRNA-target interactions with 360,000+ pairs, plus equal number of negative samples. The task is: Binary Classification. Given a miRNA mature sequence and a target amino acid sequence, predict their likelihood of interaction. (1) The miRNA is mmu-miR-574-3p with sequence CACGCUCAUGCACACACCCACA. The protein sequence of the target gene is MAGPELLLDSNIRLWVVLPIVIITFFVGMIRHYVSILLQSDKKLTQEQVSDSQVLIRSRVLRENGKYIPKQSFLTRKYYFNNPEDGFFKKTKRKVVPPSPMTDPTMLTDMMKGNVTNVLPMILIGGWINMTFSGFVTTKVPFPLTLRFKPMLQQGIELLTLDASWVSSASWYFLNVFGLRSIYSLILGQDNAADQSRMMQEQMTGAAMAMPADTNKAFKTEWEALELTDHQWALDDVEEELMARDLHFEGMFKKELQTSIF. Result: 0 (no interaction). (2) The miRNA is hsa-miR-6499-3p with sequence AGCAGUGUUUGUUUUGCCCACA. The protein sequence of the target gene is MRLSSSPPRGPQQLSSFGSVDWLSQSSCSGPTHTPRPADFSLGSLPGPGQTSGAREPPQAVSIKEAAGSSNLPAPERTMAGLSKEPNTLRAPRVRTAFTMEQVRTLEGVFQHHQYLSPLERKRLAREMQLSEVQIKTWFQNRRMKHKRQMQDPQLHSPFSGSLHAPPAFYSTSSGLANGLQLLCPWAPLSGPQALMLPPGSFWGLCQVAQEALASAGASCCGQPLASHPPTPGRPSLGPALSTGPRGLCAMPQTGDAF. Result: 1 (interaction). (3) The miRNA is hsa-miR-6883-5p with sequence AGGGAGGGUGUGGUAUGGAUGU. The protein sequence of the target gene is MNLTEGRVVFEDVAIYFSQEEWGHLDEAQRLLYRDVMLENLALLSSLGSWHGAEDEEAPSQQGFSVGVSEVTASKPCLSSQKVHPSETCGPPLKDILCLVEHNGIHPEQHIYICEAELFQHPKQQIGENLSRGDDWIPSFGKNHRVHMAEEIFTCMEGWKDLPATSCLLQHQGPQSEWKPYRDTEDREAFQTGQNDYKCSECGKTFTCSYSFVEHQKIHTGERSYECNKCGKFFKYSANFMKHQTVHTSERTYECRECGKSFMYNYRLMRHKRVHTGERPYECNTCGKFFRYSSTFVRHQ.... Result: 1 (interaction). (4) The protein sequence of the target gene is MAVMNHLRVILQVSSSTLPWRRCWVPRLVPRRSCSLYTCTYRTRNRALPPLWENLDLVPAGDRQSPINIRWRDSVYDPGLKPLTISYDPATCLHIWNNGYSFLVEFEDSTDKSVVEGGPLEHNYRLKQFHFHWGAIDAWGSEHTVDSKCYPAELHLVHWNAVKFESFEDAALEENGLAVIGVFLKLGKHHKELQKLVDTLPSIKHKDTLVEFGSFDPSCLMPTCPDYWTYSGSLTTPPLSESVTWIIKKQPVEVDRDQLEQFRTLLFTSEGEKEKRMVDNFRPLQPLMNRTVRSSFRHDY.... Result: 1 (interaction). The miRNA is mmu-miR-3097-5p with sequence CACAGGUGGGAAGUGUGUGUCCA.